Dataset: Forward reaction prediction with 1.9M reactions from USPTO patents (1976-2016). Task: Predict the product of the given reaction. (1) The product is: [OH:15][CH2:14][CH2:13][O:12][C:9]1[CH:10]=[CH:11][C:6]([CH:5]=[O:4])=[N:7][CH:8]=1. Given the reactants C([O:4][CH:5](OC(=O)C)[C:6]1[CH:11]=[CH:10][C:9]([O:12][CH2:13][CH2:14][O:15]C(=O)C)=[CH:8][N:7]=1)(=O)C.Cl, predict the reaction product. (2) Given the reactants [O:1]=[C:2]1[NH:11][C:10]2[C:5](=[CH:6][CH:7]=[C:8]([C:12]([OH:14])=O)[CH:9]=2)[N:4]2[C:15]([CH2:18][CH2:19][CH3:20])=[N:16][N:17]=[C:3]12.[CH2:21]1[C:30]2[C:25](=[CH:26][CH:27]=[CH:28][CH:29]=2)[CH2:24][CH2:23][NH:22]1.C(N(C(C)C)CC)(C)C.F[P-](F)(F)(F)(F)F.N1(OC(N(C)C)=[N+](C)C)C2N=CC=CC=2N=N1, predict the reaction product. The product is: [CH2:21]1[C:30]2[C:25](=[CH:26][CH:27]=[CH:28][CH:29]=2)[CH2:24][CH2:23][N:22]1[C:12]([C:8]1[CH:9]=[C:10]2[C:5](=[CH:6][CH:7]=1)[N:4]1[C:15]([CH2:18][CH2:19][CH3:20])=[N:16][N:17]=[C:3]1[C:2](=[O:1])[NH:11]2)=[O:14]. (3) Given the reactants [Cl:1][C:2]1[N:7]=[C:6]([Cl:8])[C:5]([O:9]C)=[C:4]([Cl:11])[N:3]=1.B(Br)(Br)Br, predict the reaction product. The product is: [Cl:1][C:2]1[N:7]=[C:6]([Cl:8])[C:5]([OH:9])=[C:4]([Cl:11])[N:3]=1.